This data is from Forward reaction prediction with 1.9M reactions from USPTO patents (1976-2016). The task is: Predict the product of the given reaction. (1) The product is: [CH3:26][S:27]([OH:30])(=[O:29])=[O:28].[O:1]1[C:5]2[CH:6]=[CH:7][CH:8]=[CH:9][C:4]=2[C:3]([NH:10][C:11]2[CH:12]=[C:13]([NH:17][C:18](=[NH:25])[C:19]3[CH:24]=[CH:23][CH:22]=[CH:21][CH:20]=3)[CH:14]=[CH:15][CH:16]=2)=[N:2]1. Given the reactants [O:1]1[C:5]2[CH:6]=[CH:7][CH:8]=[CH:9][C:4]=2[C:3]([NH:10][C:11]2[CH:12]=[C:13]([NH:17][C:18](=[NH:25])[C:19]3[CH:24]=[CH:23][CH:22]=[CH:21][CH:20]=3)[CH:14]=[CH:15][CH:16]=2)=[N:2]1.[CH3:26][S:27]([OH:30])(=[O:29])=[O:28].C(OC(C)C)(C)C, predict the reaction product. (2) The product is: [Cl:1][C:2]1[CH:7]=[CH:6][CH:5]=[CH:4][C:3]=1[C:8]1[CH:17]=[C:16]([CH2:18][N:38]2[CH2:39][CH2:40][N:35]([C:33]([O:32][CH2:29][CH:30]=[CH2:31])=[O:34])[CH:36]([C:41]([O:43][C:44]([CH3:47])([CH3:46])[CH3:45])=[O:42])[CH2:37]2)[CH:15]=[C:14]2[C:9]=1[CH2:10][NH:11][C:12](=[O:28])[N:13]2[C:20]1[C:21]([Cl:27])=[CH:22][CH:23]=[CH:24][C:25]=1[Cl:26]. Given the reactants [Cl:1][C:2]1[CH:7]=[CH:6][CH:5]=[CH:4][C:3]=1[C:8]1[CH:17]=[C:16]([CH:18]=O)[CH:15]=[C:14]2[C:9]=1[CH2:10][NH:11][C:12](=[O:28])[N:13]2[C:20]1[C:25]([Cl:26])=[CH:24][CH:23]=[CH:22][C:21]=1[Cl:27].[CH2:29]([O:32][C:33]([N:35]1[CH2:40][CH2:39][NH:38][CH2:37][CH:36]1[C:41]([O:43][C:44]([CH3:47])([CH3:46])[CH3:45])=[O:42])=[O:34])[CH:30]=[CH2:31], predict the reaction product. (3) Given the reactants C(O[C:6]([N:8]1[CH2:13][CH2:12][C:11](=[C:14]([C:21]2[CH:26]=[CH:25][CH:24]=[CH:23][CH:22]=2)[C:15]2[O:16][C:17]([CH3:20])=[N:18][N:19]=2)[CH2:10][CH2:9]1)=[O:7])(C)(C)C.C(O)(C(F)(F)F)=O.Cl.[CH3:35][O:36][C:37]1[CH:45]=[N:44][C:43]([N:46]2[CH:50]=[C:49]([CH3:51])[N:48]=[N:47]2)=[C:42]2[C:38]=1[C:39]([C:52](=[O:56])C(O)=O)=[CH:40][NH:41]2.C(N(CC)CC)(C)C.C1N(P(Cl)(N2C(=O)OCC2)=O)C(=O)OC1, predict the reaction product. The product is: [C:21]1([C:14](=[C:11]2[CH2:12][CH2:13][N:8]([C:6](=[O:7])[C:52]([C:39]3[C:38]4[C:42](=[C:43]([N:46]5[CH:50]=[C:49]([CH3:51])[N:48]=[N:47]5)[N:44]=[CH:45][C:37]=4[O:36][CH3:35])[NH:41][CH:40]=3)=[O:56])[CH2:9][CH2:10]2)[C:15]2[O:16][C:17]([CH3:20])=[N:18][N:19]=2)[CH:26]=[CH:25][CH:24]=[CH:23][CH:22]=1. (4) The product is: [Br:1][C:2]1[CH:7]=[C:6]2[C:5](=[CH:4][C:3]=1[F:17])[NH:14][C:9](=[O:10])[CH2:8]2. Given the reactants [Br:1][C:2]1[C:3]([F:17])=[CH:4][C:5]([N+:14]([O-])=O)=[C:6]([CH2:8][C:9](OCC)=[O:10])[CH:7]=1, predict the reaction product. (5) The product is: [I:10][C:11]1[O:12][CH:13]=[C:14]([C:4]2[CH:5]=[CH:6][N:1]=[CH:2][CH:3]=2)[N:15]=1. Given the reactants [N:1]1[CH:6]=[CH:5][C:4](B(O)O)=[CH:3][CH:2]=1.[I:10][C:11]1[O:12][CH:13]=[C:14](I)[N:15]=1.C([O-])(O)=O.[Na+], predict the reaction product.